Predict the product of the given reaction. From a dataset of Forward reaction prediction with 1.9M reactions from USPTO patents (1976-2016). (1) Given the reactants [CH3:1][C:2]1([CH2:13][N:14]2[CH2:19][CH2:18][N:17]([C:20]([O:22][CH2:23][C:24]3[CH:29]=[CH:28][C:27]([C:30](OC)([O:32]C)[CH3:31])=[CH:26][CH:25]=3)=[O:21])[CH2:16][CH2:15]2)[O:6][C:5]2=[N:7][C:8]([N+:10]([O-:12])=[O:11])=[CH:9][N:4]2[CH2:3]1.Cl.C(=O)([O-])O.[Na+], predict the reaction product. The product is: [CH3:1][C:2]1([CH2:13][N:14]2[CH2:15][CH2:16][N:17]([C:20]([O:22][CH2:23][C:24]3[CH:25]=[CH:26][C:27]([C:30](=[O:32])[CH3:31])=[CH:28][CH:29]=3)=[O:21])[CH2:18][CH2:19]2)[O:6][C:5]2=[N:7][C:8]([N+:10]([O-:12])=[O:11])=[CH:9][N:4]2[CH2:3]1. (2) Given the reactants C([N:8]1[CH2:16][C:15]2[C:10](=[CH:11][CH:12]=[C:13]([N+:17]([O-])=O)[CH:14]=2)[CH2:9]1)C1C=CC=CC=1.Cl, predict the reaction product. The product is: [NH2:17][C:13]1[CH:14]=[C:15]2[C:10](=[CH:11][CH:12]=1)[CH2:9][NH:8][CH2:16]2. (3) Given the reactants [OH:1][N:2]=[C:3]([NH2:10])[C:4]1[CH:9]=[CH:8][CH:7]=[N:6][CH:5]=1.[F:11][C:12]1[C:20]([F:21])=[CH:19][C:18]([F:22])=[CH:17][C:13]=1[C:14](O)=O.N, predict the reaction product. The product is: [F:11][C:12]1[C:20]([F:21])=[CH:19][C:18]([F:22])=[CH:17][C:13]=1[C:14]1[O:1][N:2]=[C:3]([C:4]2[CH:5]=[N:6][CH:7]=[CH:8][CH:9]=2)[N:10]=1. (4) Given the reactants [OH-:1].[Na+].C[O:4][C:5](=[O:43])[CH:6](NC(OC(C)(C)C)=O)[CH2:7][S:8][CH2:9][C:10]1[CH:15]=[CH:14][C:13]([C:16]2[CH:21]=[CH:20][C:19]([C:22]3[C:27]4[O:28][C:29]5[CH:34]=[CH:33][CH:32]=[CH:31][C:30]=5[C:26]=4[CH:25]=[CH:24][CH:23]=3)=[CH:18][CH:17]=2)=[CH:12][CH:11]=1.Cl.[CH3:45][OH:46], predict the reaction product. The product is: [C:10]([O:1][C:45]([C@H:6]([CH2:7][S:8][CH2:9][C:10]1[CH:15]=[CH:14][C:13]([C:16]2[CH:21]=[CH:20][C:19]([C:22]3[C:27]4[O:28][C:29]5[CH:34]=[CH:33][CH:32]=[CH:31][C:30]=5[C:26]=4[CH:25]=[CH:24][CH:23]=3)=[CH:18][CH:17]=2)=[CH:12][CH:11]=1)[C:5]([OH:4])=[O:43])=[O:46])([CH3:15])([CH3:11])[CH3:9]. (5) Given the reactants [F:1][C:2]1([F:24])[O:6][C:5]2[CH:7]=[CH:8][CH:9]=[C:10]([C:11]3[N:19]4[C:14]([CH:15]=[N:16][C:17](S(C)(=O)=O)=[N:18]4)=[CH:13][CH:12]=3)[C:4]=2[O:3]1.[OH-].[Na+].C(O)(=[O:29])C, predict the reaction product. The product is: [F:1][C:2]1([F:24])[O:6][C:5]2[CH:7]=[CH:8][CH:9]=[C:10]([C:11]3[N:19]4[C:14]([CH:15]=[N:16][C:17]([OH:29])=[N:18]4)=[CH:13][CH:12]=3)[C:4]=2[O:3]1.